This data is from Catalyst prediction with 721,799 reactions and 888 catalyst types from USPTO. The task is: Predict which catalyst facilitates the given reaction. (1) Reactant: [CH3:1][N:2]1[CH:6]([C:7]([O:9]C(C)(C)C)=[O:8])[CH2:5][N:4]([C:14]2[N:19]=[C:18]([C:20]([F:23])([F:22])[F:21])[CH:17]=[CH:16][N:15]=2)[C:3]1=[O:24]. Product: [CH3:1][N:2]1[CH:6]([C:7]([OH:9])=[O:8])[CH2:5][N:4]([C:14]2[N:19]=[C:18]([C:20]([F:23])([F:22])[F:21])[CH:17]=[CH:16][N:15]=2)[C:3]1=[O:24]. The catalyst class is: 137. (2) Reactant: Br[C:2]1[C:3]([O:14][CH2:15][O:16][CH3:17])=[C:4]([CH:7]=[C:8]([C:10]([CH3:13])([CH3:12])[CH3:11])[CH:9]=1)[CH:5]=[O:6].[F:18][C:19]([F:30])([F:29])[C:20]1[CH:25]=[CH:24][C:23](B(O)O)=[CH:22][N:21]=1.C(=O)([O-])[O-].[Na+].[Na+]. Product: [C:10]([C:8]1[CH:9]=[C:2]([C:23]2[CH:22]=[N:21][C:20]([C:19]([F:30])([F:29])[F:18])=[CH:25][CH:24]=2)[C:3]([O:14][CH2:15][O:16][CH3:17])=[C:4]([CH:7]=1)[CH:5]=[O:6])([CH3:13])([CH3:12])[CH3:11]. The catalyst class is: 564. (3) Reactant: [C:1]([NH:5][S:6]([C:9]1[CH:10]=[N:11][CH:12]=[C:13](Br)[CH:14]=1)(=[O:8])=[O:7])([CH3:4])([CH3:3])[CH3:2].[B:16](OC(C)C)([O:21]C(C)C)[O:17]C(C)C.C([Li])CCC.CCCCCC. Product: [C:1]([NH:5][S:6]([C:9]1[CH:14]=[C:13]([B:16]([OH:21])[OH:17])[CH:12]=[N:11][CH:10]=1)(=[O:8])=[O:7])([CH3:4])([CH3:3])[CH3:2]. The catalyst class is: 30. (4) Reactant: [NH:1]1[C:5]2[CH:6]=[CH:7][CH:8]=[CH:9][C:4]=2[N:3]=[C:2]1[NH:10][CH:11]1[CH2:16][CH2:15][CH:14]([NH:17][C:18]2[C:23]([N+:24]([O-])=O)=[CH:22][CH:21]=[CH:20][N:19]=2)[CH2:13][CH2:12]1. Product: [NH:1]1[C:5]2[CH:6]=[CH:7][CH:8]=[CH:9][C:4]=2[N:3]=[C:2]1[NH:10][CH:11]1[CH2:16][CH2:15][CH:14]([NH:17][C:18]2[C:23]([NH2:24])=[CH:22][CH:21]=[CH:20][N:19]=2)[CH2:13][CH2:12]1. The catalyst class is: 43.